From a dataset of Forward reaction prediction with 1.9M reactions from USPTO patents (1976-2016). Predict the product of the given reaction. Given the reactants [CH2:1]([C:9]1[NH:10][C:11]2[C:16]([CH:17]=1)=[CH:15][CH:14]=[CH:13][CH:12]=2)[CH2:2][CH2:3][CH2:4][CH2:5][CH2:6][CH2:7][CH3:8].[OH-].[K+].[CH3:20][CH:21]1[CH2:26][C:25](=[O:27])[O:24][C:23](=[O:28])[CH2:22]1.[Cl-].[NH4+], predict the reaction product. The product is: [CH3:20][CH:21]([CH2:26][C:25]([N:10]1[C:11]2[C:16](=[CH:15][CH:14]=[CH:13][CH:12]=2)[CH:17]=[C:9]1[CH2:1][CH2:2][CH2:3][CH2:4][CH2:5][CH2:6][CH2:7][CH3:8])=[O:27])[CH2:22][C:23]([OH:28])=[O:24].